Predict which catalyst facilitates the given reaction. From a dataset of Catalyst prediction with 721,799 reactions and 888 catalyst types from USPTO. (1) Reactant: [F:1][C:2]1[CH:7]=[CH:6][C:5]([NH:8][C:9](=[O:17])[C:10]2[CH:15]=[CH:14][C:13](S)=[N:12][CH:11]=2)=[CH:4][CH:3]=1.BrCC1C=CC(OC(F)(F)F)=CC=1B(O)O.CCN(C(C)C)C(C)C.O. Product: [F:1][C:2]1[CH:3]=[CH:4][C:5]([NH:8][C:9](=[O:17])[C:10]2[CH:15]=[CH:14][CH:13]=[N:12][CH:11]=2)=[CH:6][CH:7]=1. The catalyst class is: 3. (2) Reactant: [BH4-].[Na+].[Br:3][C:4]1[CH:9]=[CH:8][C:7]([C:10](=[O:31])[CH:11]([CH2:17][C:18]2[CH:23]=[CH:22][CH:21]=[C:20]([O:24][C:25]([F:30])([F:29])[CH:26]([F:28])[F:27])[CH:19]=2)[C:12]([O:14][CH2:15][CH3:16])=[O:13])=[CH:6][CH:5]=1.Cl. Product: [Br:3][C:4]1[CH:9]=[CH:8][C:7]([CH:10]([OH:31])[CH:11]([CH2:17][C:18]2[CH:23]=[CH:22][CH:21]=[C:20]([O:24][C:25]([F:30])([F:29])[CH:26]([F:28])[F:27])[CH:19]=2)[C:12]([O:14][CH2:15][CH3:16])=[O:13])=[CH:6][CH:5]=1. The catalyst class is: 27. (3) Reactant: [Cl:1][C:2]1[CH:7]=[CH:6][C:5]([S:8](Cl)(=[O:10])=[O:9])=[CH:4][CH:3]=1.[NH2:12][C:13]1[CH:14]=[C:15]([CH:47]=[CH:48][C:49]=1[O:50]CC1C=CC=CC=1)[O:16][CH2:17][C@@H:18]([OH:46])[CH2:19][N:20](CC1C=CC=CC=1)[C@@H:21]([CH2:24][C:25]1[CH:30]=[CH:29][C:28]([O:31]CC2C=CC=CC=2)=[CH:27][CH:26]=1)[CH2:22][OH:23].N1C=CC=CC=1.C(=O)(O)[O-].[Na+]. Product: [Cl:1][C:2]1[CH:7]=[CH:6][C:5]([S:8]([NH:12][C:13]2[CH:14]=[C:15]([CH:47]=[CH:48][C:49]=2[OH:50])[O:16][CH2:17][C@@H:18]([OH:46])[CH2:19][NH:20][C@@H:21]([CH2:24][C:25]2[CH:30]=[CH:29][C:28]([OH:31])=[CH:27][CH:26]=2)[CH2:22][OH:23])(=[O:10])=[O:9])=[CH:4][CH:3]=1. The catalyst class is: 96. (4) Reactant: [I-].[Na+].C[Si](Cl)(C)C.[F:8][C:9]1[CH:25]=[C:24]([C:26]([F:29])([F:28])[F:27])[CH:23]=[C:22]([C:30]([F:33])([F:32])[F:31])[C:10]=1[C:11]([NH:13][C:14]1[CH:19]=[CH:18][N:17]=[C:16]([O:20]C)[CH:15]=1)=[O:12]. Product: [F:8][C:9]1[CH:25]=[C:24]([C:26]([F:28])([F:29])[F:27])[CH:23]=[C:22]([C:30]([F:33])([F:31])[F:32])[C:10]=1[C:11]([NH:13][C:14]1[CH:19]=[CH:18][NH:17][C:16](=[O:20])[CH:15]=1)=[O:12]. The catalyst class is: 47. (5) The catalyst class is: 5. Reactant: Cl.[CH2:2]([N:9]1[CH2:14][CH2:13][C:12]([NH:20][NH2:21])([C:15]([O:17]CC)=O)[CH2:11][CH2:10]1)[C:3]1[CH:8]=[CH:7][CH:6]=[CH:5][CH:4]=1.CO[C:24]([C:30]1[CH:35]=[CH:34][C:33]([O:36][C:37]2[CH:42]=[CH:41][CH:40]=[CH:39][CH:38]=2)=[CH:32][CH:31]=1)=[C:25]([C:28]#[N:29])[C:26]#[N:27].C([O-])([O-])=O.[K+].[K+]. Product: [CH2:2]([N:9]1[CH2:10][CH2:11][C:12]2([N:20]3[N:21]=[C:24]([C:30]4[CH:35]=[CH:34][C:33]([O:36][C:37]5[CH:42]=[CH:41][CH:40]=[CH:39][CH:38]=5)=[CH:32][CH:31]=4)[C:25]([C:26]#[N:27])=[C:28]3[NH:29][C:15]2=[O:17])[CH2:13][CH2:14]1)[C:3]1[CH:4]=[CH:5][CH:6]=[CH:7][CH:8]=1. (6) Reactant: [CH:1]([C@:4]1([C:17]([N:19]2[CH2:24][CH2:23][N:22]([C:25]3[CH:26]=[N:27][CH:28]=[C:29]([C:31]([F:34])([F:33])[F:32])[CH:30]=3)[CH2:21][CH2:20]2)=[O:18])[CH2:8][CH2:7][C@@H:6]([NH:9]C(=O)OC(C)(C)C)[CH2:5]1)([CH3:3])[CH3:2].Cl. Product: [CH:1]([C@:4]1([C:17]([N:19]2[CH2:24][CH2:23][N:22]([C:25]3[CH:26]=[N:27][CH:28]=[C:29]([C:31]([F:34])([F:32])[F:33])[CH:30]=3)[CH2:21][CH2:20]2)=[O:18])[CH2:8][CH2:7][C@@H:6]([NH2:9])[CH2:5]1)([CH3:3])[CH3:2]. The catalyst class is: 12. (7) Product: [Cl:4][C:5]1[C:6]2[NH:12][C:15]([C:16]([O:18][CH3:19])=[O:17])=[CH:10][C:7]=2[S:8][CH:9]=1. The catalyst class is: 5. Reactant: C[O-].[Na+].[Cl:4][C:5]1[CH:6]=[C:7]([CH:10]=O)[S:8][CH:9]=1.[N:12]([CH2:15][C:16]([O:18][CH3:19])=[O:17])=[N+]=[N-].[Cl-].[NH4+].